From a dataset of Reaction yield outcomes from USPTO patents with 853,638 reactions. Predict the reaction yield, written as a fraction of the theoretical maximum amount of product (1.0 means a 100% yield; for example, 0.34 means a 34% yield). The reactants are [Cl:1][C:2]1[N:3]=[C:4]([CH2:9][NH:10][C:11]2[CH:16]=[CH:15][CH:14]=[CH:13][C:12]=2/[CH:17]=[CH:18]/[C:19]([O:21]C)=O)[N:5]([CH3:8])[C:6]=1[Cl:7].[OH-:23].[Na+].[NH2:25]O.Cl. The catalyst is C1COCC1.CO. The product is [Cl:1][C:2]1[N:3]=[C:4]([CH2:9][NH:10][C:11]2[CH:16]=[CH:15][CH:14]=[CH:13][C:12]=2/[CH:17]=[CH:18]/[C:19]([NH:25][OH:23])=[O:21])[N:5]([CH3:8])[C:6]=1[Cl:7]. The yield is 0.370.